This data is from Reaction yield outcomes from USPTO patents with 853,638 reactions. The task is: Predict the reaction yield, written as a fraction of the theoretical maximum amount of product (1.0 means a 100% yield; for example, 0.34 means a 34% yield). (1) The reactants are [Cl:1][C:2]1[C:3]([Cl:28])=[CH:4][C:5]2[N:10]3[CH:11]=[N:12][N:13]=[C:9]3[C:8]([N:14]3[CH2:17][CH:16]([N:18](C)[C:19](=O)OC(C)(C)C)[CH2:15]3)=[N:7][C:6]=2[N:27]=1.C(O)(C(F)(F)F)=O. The catalyst is C(Cl)Cl. The product is [Cl:1][C:2]1[C:3]([Cl:28])=[CH:4][C:5]2[N:10]3[CH:11]=[N:12][N:13]=[C:9]3[C:8]([N:14]3[CH2:15][CH:16]([NH:18][CH3:19])[CH2:17]3)=[N:7][C:6]=2[N:27]=1. The yield is 0.200. (2) The reactants are [NH:1]1[CH:5]=[CH:4][N:3]=[C:2]1[CH:6]=[O:7].Br.Br[CH2:10][C:11]1[CH:16]=[CH:15][CH:14]=[CH:13][N:12]=1.C(N(CC)C(C)C)(C)C. The catalyst is CN(C=O)C. The product is [N:12]1[CH:13]=[CH:14][CH:15]=[CH:16][C:11]=1[CH2:10][N:1]1[CH:5]=[CH:4][N:3]=[C:2]1[CH:6]=[O:7]. The yield is 0.370. (3) The catalyst is C(OCC)(=O)C. The reactants are [C:1]1(=[O:7])[O:6][C:4](=[O:5])[CH:3]=[CH:2]1.[CH3:8][CH:9](O)[CH3:10].C([N:14](CC)CC)C.ClC(OCC)=O.O.N. The yield is 0.161. The product is [CH:9]([O:6][C:4](=[O:5])/[CH:3]=[CH:2]\[C:1]([NH2:14])=[O:7])([CH3:10])[CH3:8]. (4) The reactants are [N+:1]([C:4]1[N:9]=[CH:8][C:7]([N:10]2[CH2:13][CH:12]([OH:14])[CH2:11]2)=[CH:6][CH:5]=1)([O-])=O.C(O)C. The catalyst is [Pd].CO. The product is [NH2:1][C:4]1[N:9]=[CH:8][C:7]([N:10]2[CH2:11][CH:12]([OH:14])[CH2:13]2)=[CH:6][CH:5]=1. The yield is 0.700. (5) The reactants are [C:1]([N:4]1[C:13]2[C:8](=[CH:9][C:10]([C:14]3[CH:22]=[CH:21][C:17]([C:18]([OH:20])=O)=[CH:16][CH:15]=3)=[CH:11][CH:12]=2)[C@H:7]([NH:23][C:24]2[CH:29]=[CH:28][CH:27]=[CH:26][N:25]=2)[CH2:6][C@@H:5]1[CH3:30])(=[O:3])[CH3:2].CN(C(ON1N=NC2C=CC=NC1=2)=[N+](C)C)C.F[P-](F)(F)(F)(F)F.CCN(C(C)C)C(C)C.[NH2:64][CH:65]([CH2:68][OH:69])[CH2:66][OH:67]. The catalyst is CN(C=O)C. The product is [C:1]([N:4]1[C:13]2[C:8](=[CH:9][C:10]([C:14]3[CH:15]=[CH:16][C:17]([C:18]([NH:64][CH:65]([CH2:68][OH:69])[CH2:66][OH:67])=[O:20])=[CH:21][CH:22]=3)=[CH:11][CH:12]=2)[C@H:7]([NH:23][C:24]2[CH:29]=[CH:28][CH:27]=[CH:26][N:25]=2)[CH2:6][C@@H:5]1[CH3:30])(=[O:3])[CH3:2]. The yield is 0.205. (6) The reactants are [C:1]([O:4][CH2:5][C:6]1[C:7](CO)=[C:8]([F:21])[C:9]([C:13]2[CH:18]=[CH:17][C:16](OC)=[CH:15][CH:14]=2)=[C:10]([OH:12])[CH:11]=1)(=[O:3])[CH3:2].C([SiH](CC)CC)C.[C:31](=[O:34])([O-])O.[Na+].[C:36](OCC)(=O)C. The catalyst is C(#N)C. The product is [C:1]([O:4][CH2:5][C:6]1[CH:7]=[C:8]([F:21])[C:9]([CH2:13][C:18]2[CH:17]=[CH:16][C:15]([O:34][CH3:31])=[CH:14][CH:36]=2)=[C:10]([OH:12])[CH:11]=1)(=[O:3])[CH3:2]. The yield is 0.862. (7) The reactants are C([N-]C(C)C)(C)C.[Li+].[O:9]=[C:10]1[CH2:15][CH2:14][CH2:13][CH2:12][N:11]1[C:16]([O:18][C:19]([CH3:22])([CH3:21])[CH3:20])=[O:17].[C:23]([N:42]1[CH:46]=[C:45]([CH:47]=[O:48])[N:44]=[CH:43]1)([C:36]1[CH:41]=[CH:40][CH:39]=[CH:38][CH:37]=1)([C:30]1[CH:35]=[CH:34][CH:33]=[CH:32][CH:31]=1)[C:24]1[CH:29]=[CH:28][CH:27]=[CH:26][CH:25]=1.[Cl-].[NH4+]. The catalyst is O1CCCC1. The product is [OH:48][CH:47]([C:45]1[N:44]=[CH:43][N:42]([C:23]([C:24]2[CH:29]=[CH:28][CH:27]=[CH:26][CH:25]=2)([C:30]2[CH:31]=[CH:32][CH:33]=[CH:34][CH:35]=2)[C:36]2[CH:41]=[CH:40][CH:39]=[CH:38][CH:37]=2)[CH:46]=1)[CH:15]1[CH2:14][CH2:13][CH2:12][N:11]([C:16]([O:18][C:19]([CH3:22])([CH3:21])[CH3:20])=[O:17])[C:10]1=[O:9]. The yield is 0.990.